This data is from Reaction yield outcomes from USPTO patents with 853,638 reactions. The task is: Predict the reaction yield, written as a fraction of the theoretical maximum amount of product (1.0 means a 100% yield; for example, 0.34 means a 34% yield). The reactants are C([O:3][C:4](=O)[CH2:5][C:6]([C@@H:8]1[CH2:13][CH2:12][N:11]([C:14]([O:16][CH3:17])=[O:15])[C@@H:10]([C:18]2[CH:23]=[CH:22][C:21]([S:24]([CH3:27])(=[O:26])=[O:25])=[CH:20][CH:19]=2)[CH2:9]1)=[O:7])C.[OH-].[Na+].[NH2:31]O.Cl. The catalyst is CO.O. The product is [CH3:27][S:24]([C:21]1[CH:22]=[CH:23][C:18]([C@H:10]2[CH2:9][C@H:8]([C:6]3[O:7][NH:31][C:4](=[O:3])[CH:5]=3)[CH2:13][CH2:12][N:11]2[C:14]([O:16][CH3:17])=[O:15])=[CH:19][CH:20]=1)(=[O:26])=[O:25]. The yield is 0.645.